Task: Regression. Given two drug SMILES strings and cell line genomic features, predict the synergy score measuring deviation from expected non-interaction effect.. Dataset: NCI-60 drug combinations with 297,098 pairs across 59 cell lines (1) Drug 1: CCC1(CC2CC(C3=C(CCN(C2)C1)C4=CC=CC=C4N3)(C5=C(C=C6C(=C5)C78CCN9C7C(C=CC9)(C(C(C8N6C)(C(=O)OC)O)OC(=O)C)CC)OC)C(=O)OC)O.OS(=O)(=O)O. Drug 2: C(CCl)NC(=O)N(CCCl)N=O. Cell line: HCC-2998. Synergy scores: CSS=-2.60, Synergy_ZIP=1.16, Synergy_Bliss=-3.52, Synergy_Loewe=-6.14, Synergy_HSA=-5.71. (2) Drug 1: C1CN(CCN1C(=O)CCBr)C(=O)CCBr. Drug 2: CC1C(C(CC(O1)OC2CC(CC3=C2C(=C4C(=C3O)C(=O)C5=CC=CC=C5C4=O)O)(C(=O)C)O)N)O. Cell line: OVCAR-8. Synergy scores: CSS=36.0, Synergy_ZIP=-6.30, Synergy_Bliss=-4.21, Synergy_Loewe=-10.2, Synergy_HSA=0.0154. (3) Drug 1: CN(CCCl)CCCl.Cl. Drug 2: COCCOC1=C(C=C2C(=C1)C(=NC=N2)NC3=CC=CC(=C3)C#C)OCCOC.Cl. Cell line: 786-0. Synergy scores: CSS=34.4, Synergy_ZIP=-9.97, Synergy_Bliss=-0.928, Synergy_Loewe=-5.39, Synergy_HSA=0.662.